This data is from Reaction yield outcomes from USPTO patents with 853,638 reactions. The task is: Predict the reaction yield, written as a fraction of the theoretical maximum amount of product (1.0 means a 100% yield; for example, 0.34 means a 34% yield). (1) The reactants are [CH3:1][O:2][C:3]1[CH:4]=[C:5]2[C:10](=[CH:11][CH:12]=1)[C:9](=[O:13])[CH2:8][CH2:7][CH2:6]2.O.[C:15]([OH:19])(=[O:18])[CH:16]=[O:17]. The catalyst is CCOC(C)=O. The product is [OH:17][CH:16]([CH:8]1[CH2:7][CH2:6][C:5]2[C:10](=[CH:11][CH:12]=[C:3]([O:2][CH3:1])[CH:4]=2)[C:9]1=[O:13])[C:15]([OH:19])=[O:18]. The yield is 0.300. (2) The reactants are [CH2:1]([O:8][N:9]1[C:15](=[O:16])[N:14]2[CH2:17][C@H:10]1[CH2:11][CH2:12][C@H:13]2[C:18]([OH:20])=O)[C:2]1[CH:7]=[CH:6][CH:5]=[CH:4][CH:3]=1.[C:21]([NH:25][NH2:26])(=[O:24])[CH2:22][CH3:23].ON1C2C=CC=CC=2N=N1.Cl.C(N=C=NCCCN(C)C)C. The catalyst is C(Cl)Cl. The product is [CH2:1]([O:8][N:9]1[C:15](=[O:16])[N:14]2[CH2:17][C@H:10]1[CH2:11][CH2:12][C@H:13]2[C:18]([NH:26][NH:25][C:21](=[O:24])[CH2:22][CH3:23])=[O:20])[C:2]1[CH:3]=[CH:4][CH:5]=[CH:6][CH:7]=1. The yield is 0.990. (3) The reactants are [NH:1]([C:6]([O:8][C:9]([CH3:12])([CH3:11])[CH3:10])=[O:7])[CH2:2][C:3](O)=[O:4].CO[N-]C.[H-].[H-].[H-].[H-].[Li+].[Al+3].C(OCC)C.S([O-])(O)(=O)=O.[K+]. The catalyst is C1COCC1.O. The product is [C:6]([NH:1][CH2:2][CH:3]=[O:4])([O:8][C:9]([CH3:10])([CH3:11])[CH3:12])=[O:7]. The yield is 0.890. (4) The reactants are [OH:1][C:2]1[CH:9]=[C:8]([O:10][CH3:11])[C:5]([CH:6]=[O:7])=[C:4]([O:12][CH3:13])[CH:3]=1.CN(C1C=CC=CN=1)C.[S:23](O[S:23]([C:26](F)(F)F)(=[O:25])=[O:24])([C:26](F)(F)F)(=[O:25])=[O:24].Cl. The catalyst is ClCCl. The product is [CH:6]([C:5]1[C:4]([O:12][CH3:13])=[CH:3][C:2]([O:1][S:23]([CH3:26])(=[O:25])=[O:24])=[CH:9][C:8]=1[O:10][CH3:11])=[O:7]. The yield is 0.730. (5) The reactants are [CH3:1][O:2][C:3](=[O:26])[CH2:4][CH2:5][C:6]([C:8]1[C:13]([B:14]2[O:18]C(C)(C)C(C)(C)[O:15]2)=[CH:12][C:11]([O:23][CH3:24])=[CH:10][C:9]=1[CH3:25])=O.[BH4-].[Na+].C(OB(O)O)C1C=CC=CC=1. The catalyst is CO. The product is [CH3:1][O:2][C:3](=[O:26])[CH2:4][CH2:5][CH:6]1[O:18][B:14]([OH:15])[C:13]2[CH:12]=[C:11]([O:23][CH3:24])[CH:10]=[C:9]([CH3:25])[C:8]1=2. The yield is 0.690. (6) The reactants are [Br:1][C:2]1[CH:10]=[C:9](/[CH:11]=[CH:12]/[CH:13]([C:18]2[CH:23]=[C:22]([Cl:24])[C:21]([F:25])=[C:20]([Cl:26])[CH:19]=2)[C:14]([F:17])([F:16])[F:15])[CH:8]=[CH:7][C:3]=1[C:4](O)=[O:5].[NH2:27][CH2:28][C:29]([NH:31][CH2:32][C:33]([F:36])([F:35])[F:34])=[O:30].F[P-](F)(F)(F)(F)F.N1(O[P+](N2CCCC2)(N2CCCC2)N2CCCC2)C2C=CC=CC=2N=N1.CCN(C(C)C)C(C)C. The catalyst is C(Cl)Cl.O. The product is [Br:1][C:2]1[CH:10]=[C:9](/[CH:11]=[CH:12]/[CH:13]([C:18]2[CH:19]=[C:20]([Cl:26])[C:21]([F:25])=[C:22]([Cl:24])[CH:23]=2)[C:14]([F:17])([F:16])[F:15])[CH:8]=[CH:7][C:3]=1[C:4]([NH:27][CH2:28][C:29](=[O:30])[NH:31][CH2:32][C:33]([F:36])([F:35])[F:34])=[O:5]. The yield is 0.310. (7) The reactants are C([Li])CCC.C(NC(C)C)(C)C.[C:13](#[N:15])[CH3:14].[O:16]=[C:17]1[CH2:22][CH2:21][N:20]([C:23]([O:25][C:26]([CH3:29])([CH3:28])[CH3:27])=[O:24])[CH2:19][CH2:18]1. The catalyst is O1CCCC1. The product is [C:13]([CH2:14][C:17]1([OH:16])[CH2:18][CH2:19][N:20]([C:23]([O:25][C:26]([CH3:28])([CH3:27])[CH3:29])=[O:24])[CH2:21][CH2:22]1)#[N:15]. The yield is 0.410.